Dataset: Catalyst prediction with 721,799 reactions and 888 catalyst types from USPTO. Task: Predict which catalyst facilitates the given reaction. (1) Product: [Br:1][C:2]1[CH:7]=[C:6]([F:8])[CH:5]=[C:4]([F:9])[C:3]=1[CH:18]=[O:19]. Reactant: [Br:1][C:2]1[CH:7]=[C:6]([F:8])[CH:5]=[C:4]([F:9])[C:3]=1I.[Cl-].[Li+].C([Mg]Cl)(C)C.[CH:18](N1CCOCC1)=[O:19]. The catalyst class is: 504. (2) Reactant: [CH2:1]([N:3]1[CH:7]=[C:6]([C:8](OCC)=[O:9])[C:5]([O:13][CH2:14][C:15]2[CH:20]=[CH:19][C:18]([O:21][CH2:22][C:23]3[N:24]=[C:25]([C:29]4[O:30][CH:31]=[CH:32][CH:33]=4)[O:26][C:27]=3[CH3:28])=[C:17]([O:34][CH3:35])[CH:16]=2)=[N:4]1)[CH3:2].[H-].[Al+3].[Li+].[H-].[H-].[H-].O.O.O.O.O.O.O.O.O.O.S([O-])([O-])(=O)=O.[Na+].[Na+]. Product: [CH2:1]([N:3]1[CH:7]=[C:6]([CH2:8][OH:9])[C:5]([O:13][CH2:14][C:15]2[CH:20]=[CH:19][C:18]([O:21][CH2:22][C:23]3[N:24]=[C:25]([C:29]4[O:30][CH:31]=[CH:32][CH:33]=4)[O:26][C:27]=3[CH3:28])=[C:17]([O:34][CH3:35])[CH:16]=2)=[N:4]1)[CH3:2]. The catalyst class is: 54. (3) Reactant: Br[CH:2]([CH3:4])[CH3:3].[CH3:5][O:6][C:7]([C:9]1[C:18]([OH:19])=[C:17]2[C:12]([CH:13]=[CH:14][CH:15]=[N:16]2)=[CH:11][N:10]=1)=[O:8].C([O-])([O-])=O.[K+].[K+].[NH4+].[Cl-]. Product: [CH3:5][O:6][C:7]([C:9]1[C:18]([O:19][CH:2]([CH3:4])[CH3:3])=[C:17]2[C:12]([CH:13]=[CH:14][CH:15]=[N:16]2)=[CH:11][N:10]=1)=[O:8]. The catalyst class is: 16. (4) Reactant: [Cl:1][C:2]1[CH:18]=[CH:17][C:5]([O:6][C:7]2[CH:12]=[CH:11][CH:10]=[CH:9][C:8]=2[CH2:13][C:14](O)=[O:15])=[CH:4][CH:3]=1.CN(C)C=O.O=S(Cl)[Cl:26]. Product: [Cl:1][C:2]1[CH:18]=[CH:17][C:5]([O:6][C:7]2[CH:12]=[CH:11][CH:10]=[CH:9][C:8]=2[CH2:13][C:14]([Cl:26])=[O:15])=[CH:4][CH:3]=1. The catalyst class is: 11. (5) Reactant: [F:1][CH:2]([F:12])[C:3]1[C:7]([C:8](Cl)=[O:9])=[CH:6][N:5]([CH3:11])[N:4]=1.[Cl:13][C:14]1[CH:19]=[C:18]([Cl:20])[CH:17]=[CH:16][C:15]=1[CH:21]([NH:25][O:26][CH3:27])[CH:22]([NH2:24])[CH3:23].C(N(CC)CC)C. Product: [Cl:13][C:14]1[CH:19]=[C:18]([Cl:20])[CH:17]=[CH:16][C:15]=1[CH:21]([NH:25][O:26][CH3:27])[CH:22]([NH:24][C:8]([C:7]1[C:3]([CH:2]([F:12])[F:1])=[N:4][N:5]([CH3:11])[CH:6]=1)=[O:9])[CH3:23]. The catalyst class is: 4. (6) Reactant: [NH2:1][C:2]1[S:3][C:4]2[CH:10]=[C:9]([O:11]CC)[CH:8]=[CH:7][C:5]=2[N:6]=1.Br.O. Product: [NH2:1][C:2]1[S:3][C:4]2[CH:10]=[C:9]([OH:11])[CH:8]=[CH:7][C:5]=2[N:6]=1. The catalyst class is: 15. (7) Reactant: C[O:2][C:3]1[CH:10]=[CH:9][C:8]([O:11][C:12]([F:15])([F:14])[F:13])=[CH:7][C:4]=1[CH:5]=[O:6].B(Br)(Br)Br.C(=O)=O.CC(C)=O.C(=O)(O)[O-].[Na+]. Product: [OH:2][C:3]1[CH:10]=[CH:9][C:8]([O:11][C:12]([F:13])([F:14])[F:15])=[CH:7][C:4]=1[CH:5]=[O:6]. The catalyst class is: 229. (8) Reactant: [Cl:1][C:2]1[N:3]=[C:4]([N:13]2[CH2:18][CH2:17][O:16][CH2:15][CH2:14]2)[C:5]2[S:10][C:9]([CH:11]=[O:12])=[CH:8][C:6]=2[N:7]=1.[BH4-].[Na+]. Product: [Cl:1][C:2]1[N:3]=[C:4]([N:13]2[CH2:14][CH2:15][O:16][CH2:17][CH2:18]2)[C:5]2[S:10][C:9]([CH2:11][OH:12])=[CH:8][C:6]=2[N:7]=1. The catalyst class is: 5. (9) Reactant: [C:1]([O:5][C:6]([NH:8][CH2:9][CH:10]=O)=[O:7])([CH3:4])([CH3:3])[CH3:2].[CH2:12]([O:19][C:20](=[O:33])[NH:21][CH2:22][CH2:23][CH2:24][CH2:25][C:26]1[CH:31]=[CH:30][C:29]([NH2:32])=[CH:28][CH:27]=1)[C:13]1[CH:18]=[CH:17][CH:16]=[CH:15][CH:14]=1.C(O)(=O)C.[BH-](OC(C)=O)(OC(C)=O)OC(C)=O.[Na+].Cl. Product: [CH2:12]([O:19][C:20](=[O:33])[NH:21][CH2:22][CH2:23][CH2:24][CH2:25][C:26]1[CH:31]=[CH:30][C:29]([NH:32][CH2:10][CH2:9][NH:8][C:6]([O:5][C:1]([CH3:2])([CH3:3])[CH3:4])=[O:7])=[CH:28][CH:27]=1)[C:13]1[CH:18]=[CH:17][CH:16]=[CH:15][CH:14]=1. The catalyst class is: 325. (10) Reactant: CC(C)=O.[CH3:5][O:6][C:7]1[CH:16]=[C:15]2[C:10]([CH:11]=[CH:12][N:13]=[C:14]2[N:17]2[CH2:22][CH2:21][NH:20][CH2:19][CH2:18]2)=[CH:9][CH:8]=1.[F:23][C:24]1[CH:31]=[CH:30][C:27]([CH2:28]Br)=[CH:26][CH:25]=1. Product: [F:23][C:24]1[CH:31]=[CH:30][C:27]([CH2:28][N:20]2[CH2:21][CH2:22][N:17]([C:14]3[C:15]4[C:10](=[CH:9][CH:8]=[C:7]([O:6][CH3:5])[CH:16]=4)[CH:11]=[CH:12][N:13]=3)[CH2:18][CH2:19]2)=[CH:26][CH:25]=1. The catalyst class is: 66.